Dataset: Full USPTO retrosynthesis dataset with 1.9M reactions from patents (1976-2016). Task: Predict the reactants needed to synthesize the given product. (1) Given the product [C:1]([O:5][C:6](=[O:18])[N:7]([C:8]1[CH:13]=[CH:12][C:11]([Br:14])=[C:10]([N+:15]([O-:17])=[O:16])[N:9]=1)[CH3:19])([CH3:4])([CH3:2])[CH3:3], predict the reactants needed to synthesize it. The reactants are: [C:1]([O:5][C:6](=[O:18])[NH:7][C:8]1[CH:13]=[CH:12][C:11]([Br:14])=[C:10]([N+:15]([O-:17])=[O:16])[N:9]=1)([CH3:4])([CH3:3])[CH3:2].[CH2:19]1CCN2C(=NCCC2)CC1.CI. (2) Given the product [C:1]1([C:7]2[C:15]3[O:14][N:13]=[C:12]([NH:16][C:17]4[CH:18]=[C:19]([NH:23][C:25](=[NH:34])[C:26]5[CH:31]=[CH:30][CH:29]=[CH:28][CH:27]=5)[CH:20]=[CH:21][CH:22]=4)[C:11]=3[CH:10]=[CH:9][CH:8]=2)[CH:2]=[CH:3][CH:4]=[CH:5][CH:6]=1, predict the reactants needed to synthesize it. The reactants are: [C:1]1([C:7]2[C:15]3[O:14][N:13]=[C:12]([NH:16][C:17]4[CH:22]=[CH:21][CH:20]=[C:19]([NH2:23])[CH:18]=4)[C:11]=3[CH:10]=[CH:9][CH:8]=2)[CH:6]=[CH:5][CH:4]=[CH:3][CH:2]=1.I.[C:25](=[NH:34])(SC)[C:26]1[CH:31]=[CH:30][CH:29]=[CH:28][CH:27]=1.C(OCC)(=O)C.C(=O)([O-])[O-].[K+].[K+].